This data is from Full USPTO retrosynthesis dataset with 1.9M reactions from patents (1976-2016). The task is: Predict the reactants needed to synthesize the given product. (1) Given the product [O:30]=[C:25]1[NH:26][C:27](=[O:29])[C:28](=[CH:21][C:18]2[S:17][C:16]([C:12]3[CH:11]=[C:10]([CH:15]=[CH:14][CH:13]=3)[CH2:9][CH2:8][NH:7][C:6](=[O:23])[O:5][C:1]([CH3:4])([CH3:3])[CH3:2])=[CH:20][CH:19]=2)[S:24]1, predict the reactants needed to synthesize it. The reactants are: [C:1]([O:5][C:6](=[O:23])[NH:7][CH2:8][CH2:9][C:10]1[CH:15]=[CH:14][CH:13]=[C:12]([C:16]2[S:17][C:18]([CH:21]=O)=[CH:19][CH:20]=2)[CH:11]=1)([CH3:4])([CH3:3])[CH3:2].[S:24]1[CH2:28][C:27](=[O:29])[NH:26][C:25]1=[O:30].C([O-])(=O)C.[NH2+]1CCCCC1. (2) Given the product [CH2:1]([N:8]1[C:16]2[C:11](=[N:12][C:13]([N:18]([C:27]([O:29][C:30]([CH3:33])([CH3:32])[CH3:31])=[O:28])[NH:19][C:20]([O:22][C:23]([CH3:24])([CH3:25])[CH3:26])=[O:21])=[CH:14][CH:15]=2)[CH:10]=[N:9]1)[C:2]1[CH:7]=[CH:6][CH:5]=[CH:4][CH:3]=1, predict the reactants needed to synthesize it. The reactants are: [CH2:1]([N:8]1[C:16]2[C:11](=[N:12][C:13](Cl)=[CH:14][CH:15]=2)[CH:10]=[N:9]1)[C:2]1[CH:7]=[CH:6][CH:5]=[CH:4][CH:3]=1.[NH:18]([C:27]([O:29][C:30]([CH3:33])([CH3:32])[CH3:31])=[O:28])[NH:19][C:20]([O:22][C:23]([CH3:26])([CH3:25])[CH3:24])=[O:21].C(=O)([O-])[O-].[Cs+].[Cs+].C1(C)C=CC=CC=1. (3) Given the product [F:1][C:2]1[C:7]2[CH2:8][CH2:9][CH:10]([I:22])[C:11](=[O:13])[NH:12][C:6]=2[CH:5]=[CH:4][CH:3]=1, predict the reactants needed to synthesize it. The reactants are: [F:1][C:2]1[C:7]2[CH2:8][CH2:9][CH2:10][C:11](=[O:13])[NH:12][C:6]=2[CH:5]=[CH:4][CH:3]=1.CN(CCN(C)C)C.[I:22][Si](C)(C)C.II.